This data is from Full USPTO retrosynthesis dataset with 1.9M reactions from patents (1976-2016). The task is: Predict the reactants needed to synthesize the given product. (1) Given the product [Br:1][C:2]1[CH:3]=[C:4]([S:9]([NH:12][C:13]([CH3:16])([CH3:15])[CH3:14])(=[O:10])=[O:11])[C:5]([O:8][CH:18]([CH3:20])[CH3:19])=[N:6][CH:7]=1, predict the reactants needed to synthesize it. The reactants are: [Br:1][C:2]1[CH:3]=[C:4]([S:9]([NH:12][C:13]([CH3:16])([CH3:15])[CH3:14])(=[O:11])=[O:10])[C:5]([OH:8])=[N:6][CH:7]=1.I[CH:18]([CH3:20])[CH3:19].C([O-])([O-])=O.[K+].[K+]. (2) Given the product [Cl:14][C:15]1[CH:16]=[N:17][CH:18]=[C:19]([Cl:22])[C:20]=1/[CH:21]=[C:6](\[O:7][C:34](=[O:35])[C:33]1[CH:37]=[CH:38][CH:39]=[C:31]([O:30][CH2:23][C:24]2[CH:25]=[CH:26][CH:27]=[CH:28][CH:29]=2)[CH:32]=1)/[C:5]1[CH:9]=[CH:10][C:11]([O:12][CH3:13])=[C:3]([O:2][CH3:1])[CH:4]=1, predict the reactants needed to synthesize it. The reactants are: [CH3:1][O:2][C:3]1[CH:4]=[C:5]([CH:9]=[CH:10][C:11]=1[O:12][CH3:13])[C:6](Cl)=[O:7].[Cl:14][C:15]1[CH:16]=[N:17][CH:18]=[C:19]([Cl:22])[C:20]=1[CH3:21].[CH2:23]([O:30][C:31]1[CH:32]=[C:33]([CH:37]=[CH:38][CH:39]=1)[C:34](Cl)=[O:35])[C:24]1[CH:29]=[CH:28][CH:27]=[CH:26][CH:25]=1. (3) Given the product [NH2:20][O:19][CH2:18][CH2:17][CH2:16][CH2:15][N:14]1[C:10]2[C:9]3[CH2:8][CH2:7][CH2:6][CH2:5][C:4]=3[N:3]=[C:2]([NH2:1])[C:11]=2[N:12]=[C:13]1[CH2:31][O:32][CH2:33][CH3:34], predict the reactants needed to synthesize it. The reactants are: [NH2:1][C:2]1[C:11]2[N:12]=[C:13]([CH2:31][O:32][CH2:33][CH3:34])[N:14]([CH2:15][CH2:16][CH2:17][CH2:18][O:19][N:20]3C(=O)C4C(=CC=CC=4)C3=O)[C:10]=2[C:9]2[CH2:8][CH2:7][CH2:6][CH2:5][C:4]=2[N:3]=1.NN. (4) Given the product [NH2:39][C:40]1([C:44]2[CH:45]=[CH:46][C:47]([C:50]3[C:51]([C:64]4[CH:65]=[CH:66][CH:67]=[CH:68][CH:69]=4)=[CH:52][C:53]4[N:58]([CH2:59][CH2:60][F:61])[C:57](=[O:62])[CH2:56][O:55][C:54]=4[N:63]=3)=[CH:48][CH:49]=2)[CH2:43][CH2:42][CH2:41]1, predict the reactants needed to synthesize it. The reactants are: NC1(C2C=CC(C3C(C4C=CC=CC=4)=CC4N(CCC#N)C(=O)COC=4N=3)=CC=2)CCC1.C(OC(=O)[NH:39][C:40]1([C:44]2[CH:49]=[CH:48][C:47]([C:50]3[C:51]([C:64]4[CH:69]=[CH:68][CH:67]=[CH:66][CH:65]=4)=[CH:52][C:53]4[N:58]([CH2:59][CH2:60][F:61])[C:57](=[O:62])[CH2:56][O:55][C:54]=4[N:63]=3)=[CH:46][CH:45]=2)[CH2:43][CH2:42][CH2:41]1)(C)(C)C. (5) Given the product [Br:1][C:2]1[C:3](=[O:29])[N:4]([C:18]2[CH:23]=[C:22]([C:24]3[CH:25]=[CH:26][N:35]=[C:33]([C:32]([OH:31])([CH3:37])[CH3:36])[N:34]=3)[CH:21]=[CH:20][C:19]=2[CH3:28])[C:5]([CH3:17])=[N:6][C:7]=1[O:8][CH2:9][C:10]1[CH:15]=[CH:14][CH:13]=[C:12]([CH3:16])[N:11]=1, predict the reactants needed to synthesize it. The reactants are: [Br:1][C:2]1[C:3](=[O:29])[N:4]([C:18]2[CH:23]=[C:22]([C:24](=O)[C:25]#[CH:26])[CH:21]=[CH:20][C:19]=2[CH3:28])[C:5]([CH3:17])=[N:6][C:7]=1[O:8][CH2:9][C:10]1[CH:15]=[CH:14][CH:13]=[C:12]([CH3:16])[N:11]=1.Cl.[OH:31][C:32]([CH3:37])([CH3:36])[C:33]([NH2:35])=[NH:34].C(=O)([O-])[O-].[K+].[K+]. (6) Given the product [C:38]([C:35]([C:31]1[CH:30]=[C:29]([CH:34]=[CH:33][CH:32]=1)[C:28]([NH:27][C:22]1[CH:23]=[CH:24][C:25]([CH3:26])=[C:20]([NH:19][C:13]2[C:12]3[C:17](=[CH:18][C:9]([OH:8])=[C:10]([O:41][CH3:42])[CH:11]=3)[N:16]=[CH:15][N:14]=2)[CH:21]=1)=[O:40])([CH3:36])[CH3:37])#[N:39], predict the reactants needed to synthesize it. The reactants are: C([O:8][C:9]1[CH:18]=[C:17]2[C:12]([C:13]([NH:19][C:20]3[CH:21]=[C:22]([NH:27][C:28](=[O:40])[C:29]4[CH:34]=[CH:33][CH:32]=[C:31]([C:35]([C:38]#[N:39])([CH3:37])[CH3:36])[CH:30]=4)[CH:23]=[CH:24][C:25]=3[CH3:26])=[N:14][CH:15]=[N:16]2)=[CH:11][C:10]=1[O:41][CH3:42])C1C=CC=CC=1.[H][H]. (7) The reactants are: [F:1][C:2]([F:26])([F:25])[C:3]1[CH:24]=[CH:23][CH:22]=[CH:21][C:4]=1[O:5][C@H:6]1[CH2:10][CH2:9][N:8]([C:11]2[N:16]=[N:15][C:14]([C:17]([NH:19][NH2:20])=[O:18])=[CH:13][CH:12]=2)[CH2:7]1.[C:27]([O:30][CH2:31][C:32](Cl)=[O:33])(=[O:29])[CH3:28]. Given the product [C:27]([O:30][CH2:31][C:32](=[O:33])[NH:20][NH:19][C:17]([C:14]1[N:15]=[N:16][C:11]([N:8]2[CH2:9][CH2:10][C@H:6]([O:5][C:4]3[CH:21]=[CH:22][CH:23]=[CH:24][C:3]=3[C:2]([F:25])([F:1])[F:26])[CH2:7]2)=[CH:12][CH:13]=1)=[O:18])(=[O:29])[CH3:28], predict the reactants needed to synthesize it. (8) The reactants are: [CH3:1][N:2]([C:16]([C:18]1[CH:23]=[CH:22][CH:21]=[CH:20][CH:19]=1)=[O:17])[CH:3]1[CH2:8][CH2:7][N:6](C(OC(C)(C)C)=O)[CH2:5][CH2:4]1.C(O)(C(F)(F)F)=O. Given the product [CH3:1][N:2]([CH:3]1[CH2:8][CH2:7][NH:6][CH2:5][CH2:4]1)[C:16](=[O:17])[C:18]1[CH:23]=[CH:22][CH:21]=[CH:20][CH:19]=1, predict the reactants needed to synthesize it. (9) Given the product [Cl:31][C:23]1[CH:22]=[C:21]([NH:20][C:19]([C:16]2[CH:15]=[C:14]([C:11]3[CH:10]=[CH:9][C:8]([O:7][CH2:6][CH2:5][CH2:4][C:3]([OH:33])=[O:2])=[CH:13][CH:12]=3)[O:18][N:17]=2)=[O:32])[CH:26]=[CH:25][C:24]=1[O:27][CH:28]([CH3:29])[CH3:30], predict the reactants needed to synthesize it. The reactants are: C[O:2][C:3](=[O:33])[CH2:4][CH2:5][CH2:6][O:7][C:8]1[CH:13]=[CH:12][C:11]([C:14]2[O:18][N:17]=[C:16]([C:19](=[O:32])[NH:20][C:21]3[CH:26]=[CH:25][C:24]([O:27][CH:28]([CH3:30])[CH3:29])=[C:23]([Cl:31])[CH:22]=3)[CH:15]=2)=[CH:10][CH:9]=1.[OH-].[Na+]. (10) The reactants are: C1(S([N:10]2[C:18]3[C:13](=[CH:14][C:15]([C:19]4[N:20]([CH3:25])[N:21]=[C:22]([Br:24])[CH:23]=4)=[CH:16][CH:17]=3)[CH:12]=[C:11]2[C:26]2[C:31]([F:32])=[CH:30][CH:29]=[CH:28][C:27]=2[F:33])(=O)=O)C=CC=CC=1.FC1C=CC=C(F)C=1C1NC2C(C=1)=CC(C1N(C)N=C(N)C=1)=CC=2. Given the product [Br:24][C:22]1[CH:23]=[C:19]([C:15]2[CH:14]=[C:13]3[C:18](=[CH:17][CH:16]=2)[NH:10][C:11]([C:26]2[C:27]([F:33])=[CH:28][CH:29]=[CH:30][C:31]=2[F:32])=[CH:12]3)[N:20]([CH3:25])[N:21]=1, predict the reactants needed to synthesize it.